This data is from Full USPTO retrosynthesis dataset with 1.9M reactions from patents (1976-2016). The task is: Predict the reactants needed to synthesize the given product. (1) Given the product [Cl:1][C:2]1[N:10]=[C:9]2[C:5]([N:6]=[CH:7][N:8]2[C@@H:11]2[CH2:15][C@H:14]([N:53]3[N:57]=[N:56][C:55]([CH2:58][CH3:59])=[N:54]3)[CH:13]=[CH:12]2)=[C:4]([NH:23][CH2:24][CH:25]([C:26]2[CH:27]=[CH:28][CH:29]=[CH:30][CH:31]=2)[C:32]2[CH:33]=[CH:34][CH:35]=[CH:36][CH:37]=2)[N:3]=1, predict the reactants needed to synthesize it. The reactants are: [Cl:1][C:2]1[N:10]=[C:9]2[C:5]([N:6]=[CH:7][N:8]2[C@@H:11]2[CH2:15][C@H:14](NC(=O)CC)[C@@H:13](O)[C@H:12]2O)=[C:4]([NH:23][CH2:24][CH:25]([C:32]2[CH:37]=[CH:36][CH:35]=[CH:34][CH:33]=2)[C:26]2[CH:31]=[CH:30][CH:29]=[CH:28][CH:27]=2)[N:3]=1.ClC1N=C2C(N=CN2[C@@H]2C[C@H]([N:53]3[N:57]=[N:56][C:55]([CH2:58][CH3:59])=[N:54]3)C=C2)=C(Cl)N=1. (2) Given the product [Br:1][C:15]1[CH:14]=[C:13]([CH2:16][CH:17]([O:23][C:24]2[CH:25]=[CH:26][CH:27]=[CH:28][CH:29]=2)[C:18]([O:20][CH2:21][CH3:22])=[O:19])[CH:12]=[CH:11][C:10]=1[OH:9], predict the reactants needed to synthesize it. The reactants are: [Br:1]N1C(=O)CCC1=O.[OH:9][C:10]1[CH:15]=[CH:14][C:13]([CH2:16][CH:17]([O:23][C:24]2[CH:29]=[CH:28][CH:27]=[CH:26][CH:25]=2)[C:18]([O:20][CH2:21][CH3:22])=[O:19])=[CH:12][CH:11]=1.